This data is from Forward reaction prediction with 1.9M reactions from USPTO patents (1976-2016). The task is: Predict the product of the given reaction. (1) Given the reactants [CH:1]([C:4]1[O:8][C:7]([C@H:9]2[CH2:14][NH:13][C@@H:12]([C:15]([O:17][CH2:18][CH3:19])=[O:16])[CH2:11][CH2:10]2)=[N:6][N:5]=1)([CH3:3])[CH3:2].C(=O)C1C(=CC=CC=1)O, predict the reaction product. The product is: [CH:1]([C:4]1[O:8][C:7]([C@@H:9]2[CH2:14][NH:13][C@@H:12]([C:15]([O:17][CH2:18][CH3:19])=[O:16])[CH2:11][CH2:10]2)=[N:6][N:5]=1)([CH3:3])[CH3:2]. (2) Given the reactants [CH2:1]([N:8]1[CH2:17][CH2:16][C:15]2[C:10](=[CH:11][C:12]([N:18]3[CH2:23][CH2:22][N:21]([CH2:24][CH2:25][CH2:26][CH2:27][C:28]4([C:41](=[O:48])[NH:42][CH2:43][C:44]([F:47])([F:46])[F:45])[C:40]5[CH:39]=[CH:38][CH:37]=[CH:36][C:35]=5[C:34]5[C:29]4=[CH:30][CH:31]=[CH:32][CH:33]=5)[CH2:20][CH2:19]3)=[CH:13][CH:14]=2)[C:9]1=[O:49])[C:2]1[CH:7]=[CH:6][CH:5]=[CH:4][CH:3]=1.[OH-].[Na+].C(=O)([O-])[O-].[K+].[K+].[CH2:58](Br)[CH:59]=[CH2:60], predict the reaction product. The product is: [CH2:60]([N:42]([CH2:43][C:44]([F:45])([F:46])[F:47])[C:41]([C:28]1([CH2:27][CH2:26][CH2:25][CH2:24][N:21]2[CH2:22][CH2:23][N:18]([C:12]3[CH:11]=[C:10]4[C:15]([CH2:16][CH2:17][N:8]([CH2:1][C:2]5[CH:7]=[CH:6][CH:5]=[CH:4][CH:3]=5)[C:9]4=[O:49])=[CH:14][CH:13]=3)[CH2:19][CH2:20]2)[C:40]2[CH:39]=[CH:38][CH:37]=[CH:36][C:35]=2[C:34]2[C:29]1=[CH:30][CH:31]=[CH:32][CH:33]=2)=[O:48])[CH:59]=[CH2:58].